From a dataset of Catalyst prediction with 721,799 reactions and 888 catalyst types from USPTO. Predict which catalyst facilitates the given reaction. (1) Reactant: [CH3:1][O:2][C:3](=[O:7])[CH2:4][CH2:5][SH:6].CC([O-])(C)C.[K+].Cl[C:15]1[C:24]([C:25]([NH:27][CH2:28][C:29]2[S:30][CH:31]=[CH:32][CH:33]=2)=[O:26])=[CH:23][C:22]2[C:17](=[CH:18][CH:19]=[CH:20][CH:21]=2)[N:16]=1.CCCCCC. Product: [CH3:1][O:2][C:3](=[O:7])[CH2:4][CH2:5][S:6][C:15]1[C:24]([C:25](=[O:26])[NH:27][CH2:28][C:29]2[S:30][CH:31]=[CH:32][CH:33]=2)=[CH:23][C:22]2[C:17](=[CH:18][CH:19]=[CH:20][CH:21]=2)[N:16]=1. The catalyst class is: 3. (2) Reactant: CN(C)C=O.[CH3:6][CH:7]1[CH2:16][C:15]2[N:14]=[N:13][C:12]([C:17]3[CH:22]=[CH:21][CH:20]=[C:19]([C:23]([F:26])([F:25])[F:24])[CH:18]=3)=[CH:11][C:10]=2[CH:9]([OH:27])[CH2:8]1.Cl.CN(C)CCCN=C=NCC.[C:40]([O:44][C:45]([NH:47][C@@H:48]([C:56](O)=[O:57])[CH2:49][C:50]1[CH:55]=[CH:54][CH:53]=[CH:52][CH:51]=1)=[O:46])([CH3:43])([CH3:42])[CH3:41]. Product: [C:40]([O:44][C:45]([NH:47][C@@H:48]([C:56]([O:27][C@H:9]1[CH2:8][C@@H:7]([CH3:6])[CH2:16][C:15]2[N:14]=[N:13][C:12]([C:17]3[CH:22]=[CH:21][CH:20]=[C:19]([C:23]([F:26])([F:25])[F:24])[CH:18]=3)=[CH:11][C:10]1=2)=[O:57])[CH2:49][C:50]1[CH:55]=[CH:54][CH:53]=[CH:52][CH:51]=1)=[O:46])([CH3:42])([CH3:43])[CH3:41]. The catalyst class is: 162. (3) Reactant: CC([N:5]([C:9]1[CH:10]=[CH:11][C:12]2[NH:17]C(=O)[O:15][C:14](=[O:19])[C:13]=2[C:20]=1[CH3:21])[C:6](=[O:8])[O-:7])(C)C.[OH-].[Na+].Cl. Product: [NH2:17][C:12]1[CH:11]=[CH:10][C:9]([NH:5][C:6]([O:7][C:13]([CH3:20])([CH3:14])[CH3:12])=[O:8])=[C:20]([CH3:21])[C:13]=1[C:14]([OH:15])=[O:19]. The catalyst class is: 21. (4) Reactant: [CH2:1]([C:8](C(O)=O)=[O:9])[C@H:2]([OH:7])[C@H:3]([OH:6])[CH2:4][OH:5]. Product: [CH2:1]1[C@@H:8]([OH:9])[O:5][CH2:4][C@@H:3]([OH:6])[C@H:2]1[OH:7]. The catalyst class is: 719. (5) Reactant: [C:6](O[C:6]([O:8][CH3:9])=[O:7])([O:8][CH3:9])=[O:7].[C:10]([O:14][C:15](=[O:34])[NH:16][C:17]1[CH:22]=[C:21]([C:23]#[N:24])[CH:20]=[C:19]([N:25]2[CH2:30][CH2:29][C@@H:28]([NH2:31])[C@H:27]([OH:32])[CH2:26]2)[C:18]=1[Cl:33])([CH3:13])([CH3:12])[CH3:11].C(N(CC)CC)C. Product: [Cl:33][C:18]1[C:17]([NH:16][C:15]([O:14][C:10]([CH3:13])([CH3:12])[CH3:11])=[O:34])=[CH:22][C:21]([C:23]#[N:24])=[CH:20][C:19]=1[N:25]1[CH2:30][CH2:29][C@@H:28]([NH:31][C:6](=[O:7])[O:8][CH3:9])[C@H:27]([OH:32])[CH2:26]1. The catalyst class is: 4. (6) Reactant: [F:1][C:2]1[CH:7]=[CH:6][C:5]([O:8][C:9]([F:12])([F:11])[F:10])=[CH:4][CH:3]=1.C([Li])(C)(C)C.[C:18](=O)=[O:19].CN(C=O)C. Product: [F:1][C:2]1[CH:3]=[CH:4][C:5]([O:8][C:9]([F:10])([F:11])[F:12])=[CH:6][C:7]=1[CH:18]=[O:19]. The catalyst class is: 1.